Dataset: Reaction yield outcomes from USPTO patents with 853,638 reactions. Task: Predict the reaction yield, written as a fraction of the theoretical maximum amount of product (1.0 means a 100% yield; for example, 0.34 means a 34% yield). (1) No catalyst specified. The reactants are CC(OI1(OC(C)=O)(OC(C)=O)OC(=O)C2C=CC=CC1=2)=O.[OH:23][CH:24]([C:31]1[CH:36]=[CH:35][CH:34]=[CH:33][CH:32]=1)[C:25]#[C:26][C:27]([O:29][CH3:30])=[O:28]. The product is [O:23]=[C:24]([C:31]1[CH:36]=[CH:35][CH:34]=[CH:33][CH:32]=1)[C:25]#[C:26][C:27]([O:29][CH3:30])=[O:28]. The yield is 0.920. (2) The reactants are C[C:2](C)([O-:4])C.[K+].[C:7]([O:11][C:12]([N:14]1[CH2:19][CH2:18][CH:17]([C:20]2[O:21][C:22]([CH2:25]Cl)=[N:23][N:24]=2)[CH2:16][CH2:15]1)=[O:13])([CH3:10])([CH3:9])[CH3:8]. The catalyst is CO. The product is [CH3:2][O:4][CH2:25][C:22]1[O:21][C:20]([CH:17]2[CH2:18][CH2:19][N:14]([C:12]([O:11][C:7]([CH3:10])([CH3:9])[CH3:8])=[O:13])[CH2:15][CH2:16]2)=[N:24][N:23]=1. The yield is 0.970. (3) The reactants are [NH2:1][C:2]([CH:7]1[CH2:16][CH2:15][C:14]2[C:9](=[CH:10][CH:11]=[C:12]([OH:17])[CH:13]=2)[CH2:8]1)([CH2:5][OH:6])[CH2:3][OH:4].O1CCCC1.O.C(=O)(O)[O-].[Na+].[C:29]([O:33][C:34](O[C:34]([O:33][C:29]([CH3:32])([CH3:31])[CH3:30])=[O:35])=[O:35])([CH3:32])([CH3:31])[CH3:30]. The catalyst is CCOCC. The product is [OH:4][CH2:3][C:2]([NH:1][C:34](=[O:35])[O:33][C:29]([CH3:32])([CH3:31])[CH3:30])([CH:7]1[CH2:16][CH2:15][C:14]2[C:9](=[CH:10][CH:11]=[C:12]([OH:17])[CH:13]=2)[CH2:8]1)[CH2:5][OH:6]. The yield is 0.0500. (4) The reactants are [Cl:1][C:2]1[CH:28]=[CH:27][C:5]([O:6][C:7]2[CH:12]=[CH:11][C:10]([C:13]([OH:22])([CH2:20][CH3:21])[CH2:14][N:15]3[CH:19]=[N:18][CH:17]=[N:16]3)=[C:9]([C:23]([F:26])([F:25])[F:24])[CH:8]=2)=[CH:4][CH:3]=1.[H-].[Na+].[CH3:31]I.[Cl-].[Na+]. The yield is 0.540. The product is [Cl:1][C:2]1[CH:3]=[CH:4][C:5]([O:6][C:7]2[CH:12]=[CH:11][C:10]([C:13]([O:22][CH3:31])([CH2:20][CH3:21])[CH2:14][N:15]3[CH:19]=[N:18][CH:17]=[N:16]3)=[C:9]([C:23]([F:26])([F:24])[F:25])[CH:8]=2)=[CH:27][CH:28]=1. The catalyst is C1COCC1. (5) The reactants are [NH2:1][C@H:2]1[C:11]2[C:6](=[CH:7][CH:8]=[C:9]([C:12]3[CH:13]=[N:14][C:15]([C:18]([N:20]4[CH2:25][CH2:24][O:23][CH2:22][CH2:21]4)=[O:19])=[CH:16][CH:17]=3)[CH:10]=2)[N:5]([C:26](=[O:28])[CH3:27])[C@@H:4]([CH3:29])[CH2:3]1.Br[C:31]1[CH:36]=[CH:35][C:34]([Cl:37])=[CH:33][N:32]=1.C1(P(C2CCCCC2)C2C=CC=CC=2C2C(N(C)C)=CC=CC=2)CCCCC1.CC(C)([O-])C.[Na+]. The catalyst is O1CCOCC1.C1C=CC(/C=C/C(/C=C/C2C=CC=CC=2)=O)=CC=1.C1C=CC(/C=C/C(/C=C/C2C=CC=CC=2)=O)=CC=1.C1C=CC(/C=C/C(/C=C/C2C=CC=CC=2)=O)=CC=1.[Pd].[Pd]. The product is [Cl:37][C:34]1[CH:35]=[CH:36][C:31]([NH:1][C@H:2]2[C:11]3[C:6](=[CH:7][CH:8]=[C:9]([C:12]4[CH:13]=[N:14][C:15]([C:18]([N:20]5[CH2:25][CH2:24][O:23][CH2:22][CH2:21]5)=[O:19])=[CH:16][CH:17]=4)[CH:10]=3)[N:5]([C:26](=[O:28])[CH3:27])[C@@H:4]([CH3:29])[CH2:3]2)=[N:32][CH:33]=1. The yield is 0.530. (6) The reactants are C[NH:2][CH2:3][C:4]1[S:8][C:7]2[CH:9]=[CH:10][CH:11]=[CH:12][C:6]=2[C:5]=1[CH3:13].CNCC1C=CC2C(=CC=CC=2)C=1CCC.[ClH:30].[N:31]1([CH2:37][CH2:38][CH2:39][N:40]2[CH2:45][C:44]3[CH:46]=[C:47](/[CH:50]=[CH:51]/[C:52](O)=[O:53])[CH:48]=[N:49][C:43]=3[NH:42][C:41]2=[O:55])[CH2:36][CH2:35][O:34][CH2:33][CH2:32]1.Cl.CN1CC2C=C(/C=C/C(O)=O)C=NC=2NC(=O)C1. No catalyst specified. The product is [ClH:30].[CH3:13][C:5]1[C:6]2[CH:12]=[CH:11][CH:10]=[CH:9][C:7]=2[S:8][C:4]=1[CH2:3][NH:2][C:52](=[O:53])/[CH:51]=[CH:50]/[C:47]1[CH:48]=[N:49][C:43]2[NH:42][C:41](=[O:55])[N:40]([CH2:39][CH2:38][CH2:37][N:31]3[CH2:32][CH2:33][O:34][CH2:35][CH2:36]3)[CH2:45][C:44]=2[CH:46]=1. The yield is 0.860. (7) The reactants are [N:1]([CH:4]([C:6]1[N:7]=[C:8]2[S:16][CH:15]=[C:14]([C:17]([F:20])([F:19])[F:18])[N:9]2[C:10](=[O:13])[C:11]=1Br)[CH3:5])=[N+:2]=[N-:3].[F:21][C:22]1[CH:23]=[C:24](B(O)O)[CH:25]=[CH:26][CH:27]=1. No catalyst specified. The product is [N:1]([CH:4]([C:6]1[N:7]=[C:8]2[S:16][CH:15]=[C:14]([C:17]([F:20])([F:19])[F:18])[N:9]2[C:10](=[O:13])[C:11]=1[C:26]1[CH:25]=[CH:24][CH:23]=[C:22]([F:21])[CH:27]=1)[CH3:5])=[N+:2]=[N-:3]. The yield is 0.290. (8) The reactants are [CH3:1][O:2][C:3](=[O:25])[C:4]([C:17]1[CH:22]=[CH:21][C:20]([Cl:23])=[C:19]([Cl:24])[CH:18]=1)=[N:5][NH:6]S(C1C=CC(C)=CC=1)(=O)=O.C(N(CC)CC)C. The catalyst is ClCCl. The product is [CH3:1][O:2][C:3](=[O:25])[C:4](=[N+:5]=[N-:6])[C:17]1[CH:22]=[CH:21][C:20]([Cl:23])=[C:19]([Cl:24])[CH:18]=1. The yield is 0.920. (9) The reactants are [NH2:1][NH2:2].[Cl:3][C:4]1[CH:5]=[C:6]([CH:10]2[C:16]3[CH:17]=[C:18]([CH:21]([C:28]4[CH:33]=[CH:32][C:31]([Cl:34])=[CH:30][CH:29]=4)[C:22]4[N:26]([CH3:27])[CH:25]=[N:24][CH:23]=4)[CH:19]=[CH:20][C:15]=3[NH:14][C:13](=S)[CH2:12][S:11]2)[CH:7]=[CH:8][CH:9]=1.[Na+].[Cl-]. The catalyst is C1COCC1. The product is [Cl:3][C:4]1[CH:5]=[C:6]([CH:10]2[C:16]3[CH:17]=[C:18]([CH:21]([C:28]4[CH:33]=[CH:32][C:31]([Cl:34])=[CH:30][CH:29]=4)[C:22]4[N:26]([CH3:27])[CH:25]=[N:24][CH:23]=4)[CH:19]=[CH:20][C:15]=3[N:14]=[C:13]([NH:1][NH2:2])[CH2:12][S:11]2)[CH:7]=[CH:8][CH:9]=1. The yield is 0.719.